Dataset: hERG channel blocking data for cardiac toxicity assessment. Task: Regression/Classification. Given a drug SMILES string, predict its toxicity properties. Task type varies by dataset: regression for continuous values (e.g., LD50, hERG inhibition percentage) or binary classification for toxic/non-toxic outcomes (e.g., AMES mutagenicity, cardiotoxicity, hepatotoxicity). Dataset: herg. The result is 1 (blocker). The molecule is C[NH+]1CC[NH+](CCCN2c3ccccc3Sc3ccc(Cl)cc32)CC1.